Dataset: Full USPTO retrosynthesis dataset with 1.9M reactions from patents (1976-2016). Task: Predict the reactants needed to synthesize the given product. (1) The reactants are: [CH3:1][C:2]1[C:3]([C:13]([OH:15])=O)=[N:4][N:5]([C:7]2[CH:12]=[CH:11][CH:10]=[CH:9][CH:8]=2)[N:6]=1.[CH:16]1([N:19]([CH3:27])[C:20]2[CH:25]=[CH:24][C:23]([NH2:26])=[CH:22][N:21]=2)[CH2:18][CH2:17]1. Given the product [CH:16]1([N:19]([CH3:27])[C:20]2[N:21]=[CH:22][C:23]([NH:26][C:13]([C:3]3[C:2]([CH3:1])=[N:6][N:5]([C:7]4[CH:8]=[CH:9][CH:10]=[CH:11][CH:12]=4)[N:4]=3)=[O:15])=[CH:24][CH:25]=2)[CH2:18][CH2:17]1, predict the reactants needed to synthesize it. (2) Given the product [CH3:10][O:9][C:4]1[CH:5]=[N:6][CH:7]=[CH:8][C:3]=1[B:11]([OH:15])[OH:12], predict the reactants needed to synthesize it. The reactants are: Cl.Br[C:3]1[CH:8]=[CH:7][N:6]=[CH:5][C:4]=1[O:9][CH3:10].[B:11]1(B2OC(C)(C)C(C)(C)O2)[O:15]C(C)(C)C(C)(C)[O:12]1.C([O-])(=O)C.[K+]. (3) Given the product [C:1]([O:4][CH2:5][C:6]1[N:7]=[C:8]([NH:11][C:12](=[O:14])[CH3:13])[S:9][C:10]=1[Br:15])(=[O:3])[CH3:2], predict the reactants needed to synthesize it. The reactants are: [C:1]([O:4][CH2:5][C:6]1[N:7]=[C:8]([NH:11][C:12](=[O:14])[CH3:13])[S:9][CH:10]=1)(=[O:3])[CH3:2].[Br:15]Br.C(OCC1N=C(NC(=O)C)SC=1)(=O)C.CC(O)=O. (4) Given the product [CH2:15]([C:18]1[N:19]([CH2:31][CH2:32][CH2:33][O:34][N:55]2[C:59](=[O:60])[C:58]3[C:57](=[CH:64][CH:63]=[CH:62][CH:61]=3)[C:56]2=[O:65])[C:20]2[C:29]3[N:28]=[CH:27][CH:26]=[CH:25][C:24]=3[N:23]=[CH:22][C:21]=2[N:30]=1)[CH2:16][CH3:17], predict the reactants needed to synthesize it. The reactants are: N(C(OC(C)C)=O)=NC(OC(C)C)=O.[CH2:15]([C:18]1[N:19]([CH2:31][CH2:32][CH2:33][OH:34])[C:20]2[C:29]3[N:28]=[CH:27][CH:26]=[CH:25][C:24]=3[N:23]=[CH:22][C:21]=2[N:30]=1)[CH2:16][CH3:17].C1(P(C2C=CC=CC=2)C2C=CC=CC=2)C=CC=CC=1.O[N:55]1[C:59](=[O:60])[C:58]2=[CH:61][CH:62]=[CH:63][CH:64]=[C:57]2[C:56]1=[O:65]. (5) Given the product [CH:1]1([C:4]2[CH:11]=[CH:10][C:9]([CH2:12][O:13][CH3:14])=[CH:8][C:5]=2[CH:6]([NH2:7])[CH3:15])[CH2:2][CH2:3]1, predict the reactants needed to synthesize it. The reactants are: [CH:1]1([C:4]2[CH:11]=[CH:10][C:9]([CH2:12][O:13][CH3:14])=[CH:8][C:5]=2[C:6]#[N:7])[CH2:3][CH2:2]1.[CH3:15][Mg]I.[H-].[H-].[H-].[H-].[Li+].[Al+3].C1(C2C=CC(COC)=CC=2CN)CC1. (6) Given the product [CH3:37][O:36][C:34]1[CH:33]=[CH:32][C:31]2[N:30]([N:29]=[C:28]([C:38]3[CH:39]=[CH:40][C:41]([O:44][C:45]([F:46])([F:48])[F:47])=[CH:42][CH:43]=3)[C:27]=2[CH2:16][C:17]2[N:22]=[C:21]([C:23]([O:25][CH3:26])=[O:24])[CH:20]=[CH:19][CH:18]=2)[CH:35]=1, predict the reactants needed to synthesize it. The reactants are: FC(F)(F)C(O)=O.C([SiH](CC)CC)C.O[CH:16]([C:27]1[C:28]([C:38]2[CH:43]=[CH:42][C:41]([O:44][C:45]([F:48])([F:47])[F:46])=[CH:40][CH:39]=2)=[N:29][N:30]2[CH:35]=[C:34]([O:36][CH3:37])[CH:33]=[CH:32][C:31]=12)[C:17]1[N:22]=[C:21]([C:23]([O:25][CH3:26])=[O:24])[CH:20]=[CH:19][CH:18]=1.C(=O)(O)[O-].[Na+]. (7) The reactants are: [CH3:1][C@H:2]1[CH2:7][NH:6][CH2:5][C@@H:4]([CH3:8])[NH:3]1.Cl[S:10]([C:13]1[CH:14]=[CH:15][C:16]([O:22][CH2:23][CH3:24])=[C:17]([CH:21]=1)[C:18]([OH:20])=[O:19])(=[O:12])=[O:11]. Given the product [CH2:23]([O:22][C:16]1[CH:15]=[CH:14][C:13]([S:10]([N:6]2[CH2:5][C@@H:4]([CH3:8])[NH:3][C@@H:2]([CH3:1])[CH2:7]2)(=[O:12])=[O:11])=[CH:21][C:17]=1[C:18]([OH:20])=[O:19])[CH3:24], predict the reactants needed to synthesize it. (8) Given the product [Br:1][C:2]1[CH:3]=[C:4]([CH:5]=[C:6]([F:8])[CH:7]=1)[O:9][CH2:11][C:12]([CH3:15])([OH:14])[CH3:13], predict the reactants needed to synthesize it. The reactants are: [Br:1][C:2]1[CH:3]=[C:4]([OH:9])[CH:5]=[C:6]([F:8])[CH:7]=1.Cl[CH2:11][C:12]([CH3:15])([OH:14])[CH3:13].[OH-].[Na+].